Task: Predict the reaction yield, written as a fraction of the theoretical maximum amount of product (1.0 means a 100% yield; for example, 0.34 means a 34% yield).. Dataset: Reaction yield outcomes from USPTO patents with 853,638 reactions (1) The yield is 0.0750. No catalyst specified. The reactants are C([N:8]([CH2:24][C@H:25]([OH:46])[CH2:26][O:27][C:28]1[CH:33]=[CH:32][C:31]([O:34]CC2C=CC=CC=2)=[C:30]([S:42]([CH3:45])(=[O:44])=[O:43])[CH:29]=1)[C@H:9]1[CH2:14][CH2:13][C@H:12]([C:15]2[CH:23]=[CH:22][C:18]([C:19](O)=[O:20])=[CH:17][CH:16]=2)[CH2:11][CH2:10]1)C1C=CC=CC=1.[C:47]1([C:53]([CH:55]2[CH2:60][CH2:59][NH:58][CH2:57][CH2:56]2)=[O:54])[CH:52]=[CH:51][CH:50]=[CH:49][CH:48]=1. The product is [OH:46][C@@H:25]([CH2:24][NH:8][C@H:9]1[CH2:10][CH2:11][C@H:12]([C:15]2[CH:23]=[CH:22][C:18]([C:19]([N:58]3[CH2:59][CH2:60][CH:55]([CH:53]([OH:54])[C:47]4[CH:48]=[CH:49][CH:50]=[CH:51][CH:52]=4)[CH2:56][CH2:57]3)=[O:20])=[CH:17][CH:16]=2)[CH2:13][CH2:14]1)[CH2:26][O:27][C:28]1[CH:33]=[CH:32][C:31]([OH:34])=[C:30]([S:42]([CH3:45])(=[O:44])=[O:43])[CH:29]=1. (2) The reactants are [Br:1][C:2]1[C:10]2[C:5](=[N:6][CH:7]=[CH:8][CH:9]=2)[NH:4][CH:3]=1.[Li]CCCC.[S:16](Cl)([C:19]1[CH:25]=[CH:24][C:22]([CH3:23])=[CH:21][CH:20]=1)(=[O:18])=[O:17]. The catalyst is C1COCC1. The yield is 0.840. The product is [Br:1][C:2]1[C:10]2[C:5](=[N:6][CH:7]=[CH:8][CH:9]=2)[N:4]([S:16]([C:19]2[CH:25]=[CH:24][C:22]([CH3:23])=[CH:21][CH:20]=2)(=[O:18])=[O:17])[CH:3]=1. (3) The reactants are Cl.[Cl:2][C:3]1[CH:23]=[CH:22][C:6]([C:7]([N:9]2[CH2:14][CH2:13][N:12](C(OC(C)(C)C)=O)[CH2:11][CH2:10]2)=[O:8])=[CH:5][C:4]=1[N:24]([CH3:50])[C:25]([C:27]1[S:49][C:30]2[C:31]3[CH:39]=[CH:38][C:37]([C:40](=[O:48])[NH:41][CH2:42][CH2:43][S:44]([CH3:47])(=[O:46])=[O:45])=[CH:36][C:32]=3[O:33][CH2:34][CH2:35][C:29]=2[CH:28]=1)=[O:26]. The catalyst is CCOC(C)=O. The product is [Cl:2][C:3]1[CH:23]=[CH:22][C:6]([C:7]([N:9]2[CH2:14][CH2:13][NH:12][CH2:11][CH2:10]2)=[O:8])=[CH:5][C:4]=1[N:24]([CH3:50])[C:25]([C:27]1[S:49][C:30]2[C:31]3[CH:39]=[CH:38][C:37]([C:40]([NH:41][CH2:42][CH2:43][S:44]([CH3:47])(=[O:45])=[O:46])=[O:48])=[CH:36][C:32]=3[O:33][CH2:34][CH2:35][C:29]=2[CH:28]=1)=[O:26]. The yield is 0.550. (4) The yield is 0.806. The catalyst is C1(C)C=CC=CC=1. The product is [Cl:35][C:29]1[CH:28]=[C:27]([C:25]([C:24]([F:37])([F:36])[F:23])=[CH:2][C:1]([C:4]2[CH:5]=[C:6]3[C:10](=[CH:11][CH:12]=2)[C:9]2([CH2:13][N:14]([C:16]([O:18][C:19]([CH3:22])([CH3:21])[CH3:20])=[O:17])[CH2:15]2)[O:8][CH2:7]3)=[O:3])[CH:32]=[C:31]([Cl:33])[C:30]=1[F:44]. The reactants are [C:1]([C:4]1[CH:5]=[C:6]2[C:10](=[CH:11][CH:12]=1)[C:9]1([CH2:15][N:14]([C:16]([O:18][C:19]([CH3:22])([CH3:21])[CH3:20])=[O:17])[CH2:13]1)[O:8][CH2:7]2)(=[O:3])[CH3:2].[F:23][C:24]([F:37])([F:36])[C:25]([C:27]1[CH:32]=[C:31]([Cl:33])[C:30](Cl)=[C:29]([Cl:35])[CH:28]=1)=O.C([O-])([O-])=O.[Cs+].[Cs+].[F:44]C(F)(F)C1C=CC=CC=1. (5) The reactants are [CH3:1][NH:2][CH3:3].[CH2:4]([O:6][C:7](=[O:22])[CH2:8][C:9]1[C:10]([Cl:21])=[CH:11][CH:12]=[C:13]2[C:18]=1[N:17]=[C:16]([CH:19]=O)[CH:15]=[CH:14]2)[CH3:5].[BH3-]C#N.[Na+].C(O)(=O)C.C([O-])(O)=O.[Na+]. The catalyst is C1COCC1.CO.O. The product is [CH2:4]([O:6][C:7](=[O:22])[CH2:8][C:9]1[C:10]([Cl:21])=[CH:11][CH:12]=[C:13]2[C:18]=1[N:17]=[C:16]([CH2:19][N:2]([CH3:3])[CH3:1])[CH:15]=[CH:14]2)[CH3:5]. The yield is 0.780. (6) The reactants are [Si:1]([O:18][CH2:19][CH2:20][CH2:21][CH2:22][CH2:23][C:24]#[C:25][CH2:26][CH2:27][CH2:28][CH2:29][O:30]C1CCCCO1)([C:14]([CH3:17])([CH3:16])[CH3:15])([C:8]1[CH:13]=[CH:12][CH:11]=[CH:10][CH:9]=1)[C:2]1[CH:7]=[CH:6][CH:5]=[CH:4][CH:3]=1.CC1C=CC(S([O-])(=O)=O)=CC=1.C1C=C[NH+]=CC=1. No catalyst specified. The product is [Si:1]([O:18][CH2:19][CH2:20][CH2:21][CH2:22][CH2:23][C:24]#[C:25][CH2:26][CH2:27][CH2:28][CH2:29][OH:30])([C:14]([CH3:16])([CH3:17])[CH3:15])([C:8]1[CH:9]=[CH:10][CH:11]=[CH:12][CH:13]=1)[C:2]1[CH:3]=[CH:4][CH:5]=[CH:6][CH:7]=1. The yield is 0.720. (7) The reactants are [Cl:1][CH2:2][C:3]([C:5]1[CH:10]=[CH:9][CH:8]=[CH:7][CH:6]=1)=[O:4].[CH3:11][O:12][C:13]1[N:18]=[CH:17][C:16]([CH:19]([NH:31][C:32]2[CH:41]=[CH:40][CH:39]=[CH:38][C:33]=2[C:34]([O:36][CH3:37])=[O:35])[C:20](=[O:30])[O:21][C@@H:22]2[CH:27]3[CH2:28][CH2:29][N:24]([CH2:25][CH2:26]3)[CH2:23]2)=[CH:15][CH:14]=1.CC#N.O.C(Cl)Cl.CO. The catalyst is CCOC(C)=O. The product is [Cl-:1].[CH3:37][O:36][C:34]([C:33]1[CH:38]=[CH:39][CH:40]=[CH:41][C:32]=1[NH:31][CH:19]([C:16]1[CH:17]=[N:18][C:13]([O:12][CH3:11])=[CH:14][CH:15]=1)[C:20]([O:21][C@@H:22]1[CH:27]2[CH2:26][CH2:25][N+:24]([CH2:2][C:3](=[O:4])[C:5]3[CH:10]=[CH:9][CH:8]=[CH:7][CH:6]=3)([CH2:29][CH2:28]2)[CH2:23]1)=[O:30])=[O:35]. The yield is 0.0980.